The task is: Predict the product of the given reaction.. This data is from Forward reaction prediction with 1.9M reactions from USPTO patents (1976-2016). (1) Given the reactants Br[C:2]1[C:7]2[CH:8]=[C:9]([C:11]([F:14])([F:13])[F:12])[O:10][C:6]=2[C:5]([O:15][CH3:16])=[CH:4][CH:3]=1.CCCCCC.C([Li])CCC.CN(C)[C:30](=[O:33])[CH2:31][CH3:32].[Cl-].[NH4+], predict the reaction product. The product is: [CH3:16][O:15][C:5]1[C:6]2[O:10][C:9]([C:11]([F:14])([F:13])[F:12])=[CH:8][C:7]=2[C:2]([C:30](=[O:33])[CH2:31][CH3:32])=[CH:3][CH:4]=1. (2) Given the reactants Cl.FC(F)(F)C([NH:6][C:7]1[CH:12]=[CH:11][CH:10]=[C:9]([C:13]2[C:21]([C:22]3[CH:27]=[CH:26][N:25]=[C:24]([NH:28][C:29]4[CH:34]=[CH:33][CH:32]=[C:31]([C:35]5[O:39][CH:38]=[N:37][CH:36]=5)[CH:30]=4)[N:23]=3)=[C:16]3[CH:17]=[CH:18][CH:19]=[CH:20][N:15]3[N:14]=2)[CH:8]=1)=O.[Li+].[OH-], predict the reaction product. The product is: [NH2:6][C:7]1[CH:8]=[C:9]([C:13]2[C:21]([C:22]3[CH:27]=[CH:26][N:25]=[C:24]([NH:28][C:29]4[CH:34]=[CH:33][CH:32]=[C:31]([C:35]5[O:39][CH:38]=[N:37][CH:36]=5)[CH:30]=4)[N:23]=3)=[C:16]3[CH:17]=[CH:18][CH:19]=[CH:20][N:15]3[N:14]=2)[CH:10]=[CH:11][CH:12]=1. (3) Given the reactants [C:1]([C:5]1[CH:10]=[CH:9][CH:8]=[C:7]([C:11]([CH3:14])([CH3:13])[CH3:12])[C:6]=1[OH:15])([CH3:4])([CH3:3])[CH3:2].[NH:16]1[CH2:21][CH2:20][CH2:19][CH2:18][CH2:17]1.[CH2:22]=O, predict the reaction product. The product is: [C:11]([C:7]1[C:8]([CH3:22])=[C:9]([N:16]2[CH2:21][CH2:20][CH2:19][CH2:18][CH2:17]2)[CH:10]=[C:5]([C:1]([CH3:4])([CH3:3])[CH3:2])[C:6]=1[OH:15])([CH3:14])([CH3:13])[CH3:12]. (4) Given the reactants [CH2:1]1[O:10][C:9]2[CH:8]=[CH:7][C:5]([NH2:6])=[CH:4][C:3]=2[O:2]1.[CH3:11][C:12](OC(C)=O)=[O:13].C([O-])(O)=O.[Na+], predict the reaction product. The product is: [O:10]1[C:9]2[CH:8]=[CH:7][C:5]([NH:6][C:12](=[O:13])[CH3:11])=[CH:4][C:3]=2[O:2][CH2:1]1. (5) Given the reactants CC1(C)[O:6][C@@H:5]([CH2:7][O:8][NH:9][C:10](=[O:28])[C:11]2[CH:16]=[CH:15][C:14]([F:17])=[C:13]([F:18])[C:12]=2[NH:19][C:20]2[CH:25]=[CH:24][C:23]([I:26])=[CH:22][C:21]=2[F:27])[CH2:4][O:3]1.CO.O.CC1C=CC(S(O)(=O)=O)=CC=1.O, predict the reaction product. The product is: [OH:6][C@H:5]([CH2:4][OH:3])[CH2:7][O:8][NH:9][C:10](=[O:28])[C:11]1[CH:16]=[CH:15][C:14]([F:17])=[C:13]([F:18])[C:12]=1[NH:19][C:20]1[CH:25]=[CH:24][C:23]([I:26])=[CH:22][C:21]=1[F:27]. (6) The product is: [NH2:7][CH2:8][CH2:9][CH2:10][C:11]1[CH:12]=[CH:13][C:14]2[C:20]3[N:21]=[C:22]([NH:25][C:26]4[CH:31]=[CH:30][C:29]([O:32][CH3:33])=[C:28]([O:34][CH3:35])[CH:27]=4)[N:23]=[CH:24][C:19]=3[CH2:18][C:17](=[O:36])[NH:16][C:15]=2[CH:37]=1. Given the reactants C(OC(=O)[NH:7][CH2:8][C:9]#[C:10][C:11]1[CH:12]=[CH:13][C:14]2[C:20]3[N:21]=[C:22]([NH:25][C:26]4[CH:31]=[CH:30][C:29]([O:32][CH3:33])=[C:28]([O:34][CH3:35])[CH:27]=4)[N:23]=[CH:24][C:19]=3[CH2:18][C:17](=[O:36])[NH:16][C:15]=2[CH:37]=1)(C)(C)C.C(OC(=O)NCCCC1C=CC2C3N=C(NC4C=CC(OC)=C(OC)C=4)N=CC=3CC(=O)NC=2C=1)(C)(C)C, predict the reaction product.